This data is from Peptide-MHC class I binding affinity with 185,985 pairs from IEDB/IMGT. The task is: Regression. Given a peptide amino acid sequence and an MHC pseudo amino acid sequence, predict their binding affinity value. This is MHC class I binding data. (1) The peptide sequence is FLMPVEDVFI. The MHC is HLA-A02:01 with pseudo-sequence HLA-A02:01. The binding affinity (normalized) is 0.890. (2) The peptide sequence is FTNNAKTII. The MHC is H-2-Db with pseudo-sequence H-2-Db. The binding affinity (normalized) is 0.172. (3) The peptide sequence is EYLQCVKEL. The MHC is H-2-Kd with pseudo-sequence H-2-Kd. The binding affinity (normalized) is 0.149. (4) The peptide sequence is EKLKSLFNTI. The MHC is HLA-A30:01 with pseudo-sequence HLA-A30:01. The binding affinity (normalized) is 0.719. (5) The peptide sequence is AERGPGQMLG. The MHC is HLA-B15:01 with pseudo-sequence HLA-B15:01. The binding affinity (normalized) is 0.0616.